Dataset: KCNQ2 potassium channel screen with 302,405 compounds. Task: Binary Classification. Given a drug SMILES string, predict its activity (active/inactive) in a high-throughput screening assay against a specified biological target. (1) The drug is Clc1c(=O)n2[nH]c(NCc3cc(OC)c(OC)cc3)nc2nc1C. The result is 0 (inactive). (2) The compound is s1c(N(CC)C(=O)C)nnc1CSc1sc2c(n1)cccc2. The result is 0 (inactive). (3) The compound is S(=O)(=O)(NCc1ncccc1)c1c(cc(cc1)C)C. The result is 0 (inactive). (4) The compound is S(=O)(=O)(N(CC1OCCC1)C)c1ccc(cc1)C(=O)N(CCN(C)C)c1sc2c(n1)cc1OCOc1c2. The result is 0 (inactive). (5) The molecule is o1c(C(=O)N(c2c(cccc2)C(O)=O)C)ccc1. The result is 0 (inactive). (6) The molecule is O=C(NCc1ccc(cc1)C)C1N(CCC1)C(=O)Nc1cc(ccc1)C(=O)C. The result is 0 (inactive). (7) The molecule is S(c1[nH]c(c2ccccc2)cn1)CC(=O)N. The result is 0 (inactive). (8) The molecule is o1nc(cc1C1CC1)C(=O)N1CCN(CC1)c1c(OC)cccc1. The result is 0 (inactive). (9) The compound is S(=O)(=O)(N1CCC(CC1)C)c1ccc(cc1)C(=O)N(CC(C)C)c1c(n(CCCC)c(=O)[nH]c1=O)N. The result is 0 (inactive).